From a dataset of Catalyst prediction with 721,799 reactions and 888 catalyst types from USPTO. Predict which catalyst facilitates the given reaction. (1) Reactant: FC(F)(F)C(O)=O.[CH3:8][C:9]1([CH3:27])[C:13]([CH3:15])([CH3:14])[O:12][B:11]([C:16]2[CH:17]=[CH:18][C:19]3[O:25][CH2:24][CH2:23][N:22]=[CH:21][C:20]=3[CH:26]=2)[O:10]1.Cl[C:29]1[C:34]([CH2:35][C:36]2[CH:41]=[CH:40][C:39]([F:42])=[CH:38][CH:37]=2)=[C:33]([CH3:43])[N:32]=[CH:31][N:30]=1.C(N(CC)C(C)C)(C)C. Product: [F:42][C:39]1[CH:38]=[CH:37][C:36]([CH2:35][C:34]2[C:29]([N:22]3[CH2:21][C:20]4[CH:26]=[C:16]([B:11]5[O:10][C:9]([CH3:27])([CH3:8])[C:13]([CH3:14])([CH3:15])[O:12]5)[CH:17]=[CH:18][C:19]=4[O:25][CH2:24][CH2:23]3)=[N:30][CH:31]=[N:32][C:33]=2[CH3:43])=[CH:41][CH:40]=1. The catalyst class is: 60. (2) Reactant: [CH3:1][O:2][CH:3]([O:6][CH3:7])[CH2:4][NH2:5].C(=O)(O)[O-].[Na+].[F:13][C:14]1[CH:15]=[C:16]([CH:20]=[CH:21][C:22]=1[N+:23]([O-:25])=[O:24])[C:17](Cl)=[O:18]. Product: [CH3:1][O:2][CH:3]([O:6][CH3:7])[CH2:4][NH:5][C:17](=[O:18])[C:16]1[CH:20]=[CH:21][C:22]([N+:23]([O-:25])=[O:24])=[C:14]([F:13])[CH:15]=1. The catalyst class is: 7. (3) Reactant: [F:1][C:2]1[CH:3]=[C:4]([S:23]([NH2:26])(=[O:25])=[O:24])[CH:5]=[CH:6][C:7]=1[N:8]1[C:12]([CH2:13][C:14]2[CH:19]=[CH:18][CH:17]=[C:16]([CH3:20])[CH:15]=2)=[CH:11][C:10]([CH2:21][OH:22])=[N:9]1.C1COCC1.CC(C)=O. Product: [F:1][C:2]1[CH:3]=[C:4]([S:23]([NH2:26])(=[O:24])=[O:25])[CH:5]=[CH:6][C:7]=1[N:8]1[C:12]([CH2:13][C:14]2[CH:19]=[CH:18][CH:17]=[C:16]([CH3:20])[CH:15]=2)=[CH:11][C:10]([CH:21]=[O:22])=[N:9]1. The catalyst class is: 704. (4) Reactant: C[O:2][C:3]([C:5]1[C:6]2[CH:7]=[CH:8][N:9]([C:15]([O:17][C:18]([CH3:21])([CH3:20])[CH3:19])=[O:16])[C:10]=2[CH:11]=[C:12]([Cl:14])[CH:13]=1)=O.CC(C[AlH]CC(C)C)C. The catalyst class is: 7. Product: [C:18]([O:17][C:15]([N:9]1[C:10]2[C:6](=[C:5]([CH2:3][OH:2])[CH:13]=[C:12]([Cl:14])[CH:11]=2)[CH:7]=[CH:8]1)=[O:16])([CH3:21])([CH3:19])[CH3:20]. (5) Reactant: [F:1][C:2]1[CH:38]=[CH:37][C:5]([CH2:6][N:7]2[C:16](=[O:17])[C:15]([C:18]3[NH:23][C:22]4[CH:24]=[CH:25][C:26]([NH:28][S:29]([CH3:32])(=[O:31])=[O:30])=[CH:27][C:21]=4[S:20](=[O:34])(=[O:33])[N:19]=3)=[C:14]([OH:35])[C@H:13]3[C@@H:8]2[C@H:9]2[CH2:36][C@@H:12]3[CH2:11][CH2:10]2)=[CH:4][C:3]=1[CH3:39].[C:40](=O)([O-])[O-].[K+].[K+].IC. Product: [F:1][C:2]1[CH:38]=[CH:37][C:5]([CH2:6][N:7]2[C:16](=[O:17])[C:15]([C:18]3[NH:23][C:22]4[CH:24]=[CH:25][C:26]([N:28]([CH3:40])[S:29]([CH3:32])(=[O:31])=[O:30])=[CH:27][C:21]=4[S:20](=[O:33])(=[O:34])[N:19]=3)=[C:14]([OH:35])[C@H:13]3[C@@H:8]2[C@H:9]2[CH2:36][C@@H:12]3[CH2:11][CH2:10]2)=[CH:4][C:3]=1[CH3:39]. The catalyst class is: 9. (6) Reactant: [O:1]([C:8]1[CH:9]=[C:10]2[C:15](=[CH:16][CH:17]=1)[CH2:14][CH:13]([CH:18]([C:20]1[O:21][C:22]([C:25]3[CH:30]=[CH:29][CH:28]=[CH:27][N:26]=3)=[CH:23][N:24]=1)[OH:19])[CH2:12][CH2:11]2)[C:2]1[CH:7]=[CH:6][CH:5]=[CH:4][CH:3]=1.CC(OI1(OC(C)=O)(OC(C)=O)OC(=O)C2C=CC=CC1=2)=O. Product: [O:1]([C:8]1[CH:9]=[C:10]2[C:15](=[CH:16][CH:17]=1)[CH2:14][CH:13]([C:18]([C:20]1[O:21][C:22]([C:25]3[CH:30]=[CH:29][CH:28]=[CH:27][N:26]=3)=[CH:23][N:24]=1)=[O:19])[CH2:12][CH2:11]2)[C:2]1[CH:7]=[CH:6][CH:5]=[CH:4][CH:3]=1. The catalyst class is: 2. (7) Reactant: [N:1]1[CH:6]=[CH:5][CH:4]=[CH:3][C:2]=1[C:7]([NH:9][C:10]1[C:11]([C:21]([OH:23])=O)=[N:12][N:13]([CH:15]2[CH2:20][CH2:19][CH2:18][CH2:17][O:16]2)[CH:14]=1)=[O:8].[O:24]([CH2:31][CH2:32][CH2:33][NH2:34])[C:25]1[CH:30]=[CH:29][CH:28]=[CH:27][CH:26]=1.CCN=C=NCCCN(C)C.C1C=CC2N(O)N=NC=2C=1.C(=O)([O-])O.[Na+]. Product: [O:24]([CH2:31][CH2:32][CH2:33][NH:34][C:21]([C:11]1[C:10]([NH:9][C:7]([C:2]2[CH:3]=[CH:4][CH:5]=[CH:6][N:1]=2)=[O:8])=[CH:14][N:13]([CH:15]2[CH2:20][CH2:19][CH2:18][CH2:17][O:16]2)[N:12]=1)=[O:23])[C:25]1[CH:30]=[CH:29][CH:28]=[CH:27][CH:26]=1. The catalyst class is: 3. (8) Reactant: [Cl:1][C:2]1[CH:7]=[CH:6][C:5]([CH:8]([C:11]2[CH:16]=[CH:15][C:14]([Cl:17])=[CH:13][CH:12]=2)[CH2:9][NH2:10])=[CH:4][CH:3]=1.[C:18]([O:26][C@@H:27]1[C@H:31]([O:32][C:33](=[O:40])[C:34]2[CH:39]=[CH:38][CH:37]=[CH:36][CH:35]=2)[C@@H:30]([C:41]([NH:43][CH2:44][CH3:45])=[O:42])[O:29][C@H:28]1[N:46]1[CH:54]=[N:53][C:52]2[C:47]1=[N:48][C:49]([I:56])=[N:50][C:51]=2Cl)(=[O:25])[C:19]1[CH:24]=[CH:23][CH:22]=[CH:21][CH:20]=1. Product: [C:18]([O:26][C@@H:27]1[C@H:31]([O:32][C:33](=[O:40])[C:34]2[CH:35]=[CH:36][CH:37]=[CH:38][CH:39]=2)[C@@H:30]([C:41]([NH:43][CH2:44][CH3:45])=[O:42])[O:29][C@H:28]1[N:46]1[CH:54]=[N:53][C:52]2[C:47]1=[N:48][C:49]([I:56])=[N:50][C:51]=2[NH:10][CH2:9][CH:8]([C:11]1[CH:12]=[CH:13][C:14]([Cl:17])=[CH:15][CH:16]=1)[C:5]1[CH:6]=[CH:7][C:2]([Cl:1])=[CH:3][CH:4]=1)(=[O:25])[C:19]1[CH:24]=[CH:23][CH:22]=[CH:21][CH:20]=1. The catalyst class is: 32.